This data is from Forward reaction prediction with 1.9M reactions from USPTO patents (1976-2016). The task is: Predict the product of the given reaction. (1) Given the reactants [CH2:1]([NH:3][CH2:4][C:5]1[CH:10]=[CH:9][C:8]([CH2:11][N:12]2[CH2:17][CH2:16][N:15]([C:18]3[C:23]([C:24]([O:26][CH:27]([CH3:29])[CH3:28])=[O:25])=[CH:22][CH:21]=[CH:20][N:19]=3)[CH2:14][CH2:13]2)=[CH:7][CH:6]=1)[CH3:2].[CH3:30][C:31]1[C:36]([CH:37]=O)=[CH:35][CH:34]=[CH:33][N:32]=1.C(O)(=O)C.C(O[BH-](OC(=O)C)OC(=O)C)(=O)C.[Na+], predict the reaction product. The product is: [CH2:1]([N:3]([CH2:4][C:5]1[CH:6]=[CH:7][C:8]([CH2:11][N:12]2[CH2:13][CH2:14][N:15]([C:18]3[C:23]([C:24]([O:26][CH:27]([CH3:28])[CH3:29])=[O:25])=[CH:22][CH:21]=[CH:20][N:19]=3)[CH2:16][CH2:17]2)=[CH:9][CH:10]=1)[CH2:37][C:36]1[C:31]([CH3:30])=[N:32][CH:33]=[CH:34][CH:35]=1)[CH3:2]. (2) Given the reactants [CH3:1][O:2][C:3](=[O:17])/[CH:4]=[C:5](\[NH:7][C:8]1[CH:13]=[CH:12][C:11]([O:14][CH2:15][CH3:16])=[CH:10][CH:9]=1)/[CH3:6].[C:18](#[N:25])[C:19]1[CH:24]=[CH:23][CH:22]=[CH:21][CH:20]=1, predict the reaction product. The product is: [CH3:1][O:2][C:3]([C:4]1[C:18]([C:19]2[CH:24]=[CH:23][CH:22]=[CH:21][CH:20]=2)=[N:25][N:7]([C:8]2[CH:9]=[CH:10][C:11]([O:14][CH2:15][CH3:16])=[CH:12][CH:13]=2)[C:5]=1[CH3:6])=[O:17]. (3) Given the reactants [CH:1]1([O:7][CH2:8][C:9]2[N:14]=[C:13]([S:15][CH3:16])[NH:12][C:11](=O)[CH:10]=2)[CH2:6][CH2:5][CH2:4][CH2:3][CH2:2]1.S(Cl)([Cl:20])=O, predict the reaction product. The product is: [Cl:20][C:11]1[CH:10]=[C:9]([CH2:8][O:7][CH:1]2[CH2:6][CH2:5][CH2:4][CH2:3][CH2:2]2)[N:14]=[C:13]([S:15][CH3:16])[N:12]=1. (4) Given the reactants C(O[C:4](=[O:19])[C@@H:5]([NH2:18])[C@@H:6]([C:8]1[CH:13]=[CH:12][C:11]([S:14]([CH3:17])(=[O:16])=[O:15])=[CH:10][CH:9]=1)[OH:7])C.[BH4-].[K+].Cl.[OH-].[Na+].N[C@H](CO)[C@@H:27]([C:29]1[CH:34]=[CH:33][C:32](S(C)(=O)=O)=[CH:31][CH:30]=1)O, predict the reaction product. The product is: [CH3:17][S:14]([C:11]1[CH:10]=[CH:9][C:8]([C@H:6]2[O:7][C:27]([C:29]3[CH:34]=[CH:33][CH:32]=[CH:31][CH:30]=3)=[N:18][C@@H:5]2[CH2:4][OH:19])=[CH:13][CH:12]=1)(=[O:15])=[O:16]. (5) The product is: [F:3][C:4]1[CH:9]=[CH:8][C:7]([C@@H:10]([N:12]2[CH2:17][CH2:16][CH2:15][CH:14]([CH:18]([OH:33])[C:19]3[CH:24]=[CH:23][C:22]([N:25]4[CH:29]=[C:28]([CH3:30])[N:27]=[CH:26]4)=[C:21]([O:31][CH3:32])[CH:20]=3)[CH:13]2[OH:34])[CH3:11])=[CH:6][CH:5]=1. Given the reactants [BH4-].[Na+].[F:3][C:4]1[CH:9]=[CH:8][C:7]([C@@H:10]([N:12]2[CH2:17][CH2:16][CH2:15][CH:14]([C:18](=[O:33])[C:19]3[CH:24]=[CH:23][C:22]([N:25]4[CH:29]=[C:28]([CH3:30])[N:27]=[CH:26]4)=[C:21]([O:31][CH3:32])[CH:20]=3)[C:13]2=[O:34])[CH3:11])=[CH:6][CH:5]=1.O, predict the reaction product. (6) Given the reactants [Cl:1][C:2]1[CH:9]=[CH:8][C:5](C=O)=[C:4]([O:10][C:11]2[C:16]([O:17][CH3:18])=[CH:15][CH:14]=[CH:13][C:12]=2[F:19])[CH:3]=1.[OH:20]P([O-])(O)=O.[K+].ClC1C=C(C=CC=1)C(OO)=O, predict the reaction product. The product is: [Cl:1][C:2]1[CH:9]=[CH:8][C:5]([OH:20])=[C:4]([O:10][C:11]2[C:16]([O:17][CH3:18])=[CH:15][CH:14]=[CH:13][C:12]=2[F:19])[CH:3]=1.